This data is from Forward reaction prediction with 1.9M reactions from USPTO patents (1976-2016). The task is: Predict the product of the given reaction. (1) Given the reactants [CH:1]1([S:4]([NH:7][C:8]2[CH:9]=[C:10]([CH:14]=[CH:15][C:16]=2[F:17])[C:11]([OH:13])=O)(=[O:6])=[O:5])[CH2:3][CH2:2]1.C(Cl)Cl.CCN(CC)CC.[F:28][C:29]1[CH:30]=[C:31]([CH:33]=[CH:34][C:35]=1[F:36])[NH2:32], predict the reaction product. The product is: [CH:1]1([S:4]([NH:7][C:8]2[CH:9]=[C:10]([CH:14]=[CH:15][C:16]=2[F:17])[C:11]([NH:32][C:31]2[CH:33]=[CH:34][C:35]([F:36])=[C:29]([F:28])[CH:30]=2)=[O:13])(=[O:5])=[O:6])[CH2:2][CH2:3]1. (2) Given the reactants O1[C:5]2([CH2:10][CH2:9][CH:8]([CH:11]([NH:14][C:15](=[O:20])[C:16]([F:19])([F:18])[F:17])[CH2:12][CH3:13])[CH2:7][CH2:6]2)[O:4]CC1, predict the reaction product. The product is: [F:17][C:16]([F:18])([F:19])[C:15]([NH:14][CH:11]([CH:8]1[CH2:9][CH2:10][C:5](=[O:4])[CH2:6][CH2:7]1)[CH2:12][CH3:13])=[O:20]. (3) Given the reactants [NH2:1][C:2]1[C:10]([OH:11])=[CH:9][CH:8]=[CH:7][C:3]=1[C:4]([OH:6])=[O:5].[Br:12][C:13]1[CH:21]=[CH:20][C:16]([C:17](Cl)=[O:18])=[CH:15][CH:14]=1, predict the reaction product. The product is: [Br:12][C:13]1[CH:21]=[CH:20][C:16]([C:17]([NH:1][C:2]2[C:10]([OH:11])=[CH:9][CH:8]=[CH:7][C:3]=2[C:4]([OH:6])=[O:5])=[O:18])=[CH:15][CH:14]=1. (4) Given the reactants C([C@H:3]([S:7]([C:35]1[CH:40]=[CH:39][CH:38]=[CH:37][CH:36]=1)(=[N:9][C:10]([C:12]1[CH:13]=[N:14][CH:15]=[C:16]([C:18]#[C:19][C:20]2[CH:25]=[CH:24][CH:23]=[C:22]([NH:26][C:27]([C:29]3[O:30][CH:31]=[CH:32][C:33]=3[CH3:34])=[O:28])[CH:21]=2)[CH:17]=1)=[O:11])=[O:8])[C:4]([O-])=[O:5])C.[NH:41]1[CH2:45][CH2:44][CH2:43][CH2:42]1, predict the reaction product. The product is: [CH3:34][C:33]1[CH:32]=[CH:31][O:30][C:29]=1[C:27]([NH:26][C:22]1[CH:21]=[C:20]([C:19]#[C:18][C:16]2[CH:15]=[N:14][CH:13]=[C:12]([CH:17]=2)[C:10]([N:9]=[S@:7](=[O:8])([CH2:3][C:4](=[O:5])[N:41]2[CH2:45][CH2:44][CH2:43][CH2:42]2)[C:35]2[CH:40]=[CH:39][CH:38]=[CH:37][CH:36]=2)=[O:11])[CH:25]=[CH:24][CH:23]=1)=[O:28].